Dataset: Reaction yield outcomes from USPTO patents with 853,638 reactions. Task: Predict the reaction yield, written as a fraction of the theoretical maximum amount of product (1.0 means a 100% yield; for example, 0.34 means a 34% yield). (1) The reactants are [C:1]12([NH2:11])[CH2:10][CH:5]3[CH2:6][CH:7]([CH2:9][CH:3]([CH2:4]3)[CH2:2]1)[CH2:8]2.[F:12][C:13]1[C:20]([F:21])=[C:19]([OH:22])[C:18]([F:23])=[C:17]([F:24])[C:14]=1[CH:15]=O. No catalyst specified. The product is [C:1]12([NH:11][CH2:15][C:14]3[C:17]([F:24])=[C:18]([F:23])[C:19]([OH:22])=[C:20]([F:21])[C:13]=3[F:12])[CH2:8][CH:7]3[CH2:6][CH:5]([CH2:4][CH:3]([CH2:9]3)[CH2:2]1)[CH2:10]2. The yield is 0.610. (2) The reactants are Br[C:2]1[N:6]([S:7]([C:10]2[CH:11]=[N:12][CH:13]=[CH:14][CH:15]=2)(=[O:9])=[O:8])[CH:5]=[C:4]([CH2:16][N:17]([CH3:25])[C:18](=[O:24])[O:19][C:20]([CH3:23])([CH3:22])[CH3:21])[CH:3]=1.[S:26]1[CH:30]=[CH:29][C:28](B(O)O)=[CH:27]1.C(=O)([O-])[O-].[Na+].[Na+]. The catalyst is COCCOC.O.C1C=CC([P]([Pd]([P](C2C=CC=CC=2)(C2C=CC=CC=2)C2C=CC=CC=2)([P](C2C=CC=CC=2)(C2C=CC=CC=2)C2C=CC=CC=2)[P](C2C=CC=CC=2)(C2C=CC=CC=2)C2C=CC=CC=2)(C2C=CC=CC=2)C2C=CC=CC=2)=CC=1. The product is [CH3:25][N:17]([CH2:16][C:4]1[CH:3]=[C:2]([C:28]2[CH:29]=[CH:30][S:26][CH:27]=2)[N:6]([S:7]([C:10]2[CH:11]=[N:12][CH:13]=[CH:14][CH:15]=2)(=[O:9])=[O:8])[CH:5]=1)[C:18](=[O:24])[O:19][C:20]([CH3:23])([CH3:22])[CH3:21]. The yield is 0.810. (3) The reactants are Br[C:2]1[N:10]([CH2:11][C:12]2[CH:17]=[CH:16][C:15]([Cl:18])=[CH:14][CH:13]=2)[C:9]2[C:8](=[O:19])[N:7]([CH2:20][CH2:21][CH2:22][O:23][Si:24]([C:27]([CH3:30])([CH3:29])[CH3:28])([CH3:26])[CH3:25])[C:6](=[O:31])[N:5]([CH3:32])[C:4]=2[N:3]=1.C([Li])CCC.[CH:38](=[O:42])[CH:39]([CH3:41])[CH3:40]. The catalyst is C1COCC1.O. The product is [Si:24]([O:23][CH2:22][CH2:21][CH2:20][N:7]1[C:8](=[O:19])[C:9]2[N:10]([CH2:11][C:12]3[CH:17]=[CH:16][C:15]([Cl:18])=[CH:14][CH:13]=3)[C:2]([CH:38]([OH:42])[CH:39]([CH3:41])[CH3:40])=[N:3][C:4]=2[N:5]([CH3:32])[C:6]1=[O:31])([C:27]([CH3:29])([CH3:30])[CH3:28])([CH3:25])[CH3:26]. The yield is 0.400. (4) The reactants are [C:1]([O:5][C:6]([N:8]1[CH2:14][CH2:13][CH2:12][NH:11][CH2:10][CH2:9]1)=[O:7])([CH3:4])([CH3:3])[CH3:2].[C:15]1(=O)[CH2:18][CH2:17][CH2:16]1.C(O[BH-](OC(=O)C)OC(=O)C)(=O)C.[Na+].[OH-].[Na+]. The catalyst is ClC(Cl)C. The product is [C:1]([O:5][C:6]([N:8]1[CH2:14][CH2:13][CH2:12][N:11]([CH:15]2[CH2:18][CH2:17][CH2:16]2)[CH2:10][CH2:9]1)=[O:7])([CH3:4])([CH3:2])[CH3:3]. The yield is 0.980. (5) The reactants are [Si:1]([O:8][CH2:9][C:10]([CH2:21]O)([C:16]([O:18][CH2:19][CH3:20])=[O:17])[C:11]([O:13][CH2:14][CH3:15])=[O:12])([C:4]([CH3:7])([CH3:6])[CH3:5])([CH3:3])[CH3:2].C(OC(=O)C)(=O)C.C(O)(=O)C.C([O-])([O-])=O.[Na+].[Na+].[CH3:40][S:41](C)=O. No catalyst specified. The product is [Si:1]([O:8][CH2:9][C:10]([CH2:21][S:41][CH3:40])([C:16]([O:18][CH2:19][CH3:20])=[O:17])[C:11]([O:13][CH2:14][CH3:15])=[O:12])([C:4]([CH3:7])([CH3:6])[CH3:5])([CH3:3])[CH3:2]. The yield is 0.910. (6) The reactants are [Cl:1][C:2]1[C:3]2[C:7]([CH:8]=[CH:9][C:10]=1[CH3:11])=[N:6][N:5]1[C:12]([CH:17]3[CH2:22][CH2:21][N:20](C(OC(C)(C)C)=O)[CH2:19][CH2:18]3)=[CH:13][C:14](=[O:16])[NH:15][C:4]=21.Cl. The catalyst is O1CCOCC1. The product is [ClH:1].[Cl:1][C:2]1[C:3]2[C:7]([CH:8]=[CH:9][C:10]=1[CH3:11])=[N:6][N:5]1[C:12]([CH:17]3[CH2:18][CH2:19][NH:20][CH2:21][CH2:22]3)=[CH:13][C:14](=[O:16])[NH:15][C:4]=21. The yield is 0.890. (7) The reactants are [CH3:1][O:2][C:3]1[CH:4]=[C:5]2[C:10](=[CH:11][CH:12]=1)[CH:9]=[C:8]([C@H:13]([CH3:17])[C:14]([OH:16])=[O:15])[CH:7]=[CH:6]2.O[CH2:19][CH2:20][NH:21][C:22](=[O:28])[O:23][C:24]([CH3:27])([CH3:26])[CH3:25].C1(N=C=NC2CCCCC2)CCCCC1. The catalyst is CN(C1C=CN=CC=1)C.C(Cl)Cl. The product is [CH3:1][O:2][C:3]1[CH:4]=[C:5]2[C:10](=[CH:11][CH:12]=1)[CH:9]=[C:8]([C@H:13]([CH3:17])[C:14]([O:16][CH2:19][CH2:20][NH:21][C:22]([O:23][C:24]([CH3:27])([CH3:26])[CH3:25])=[O:28])=[O:15])[CH:7]=[CH:6]2. The yield is 0.820. (8) The yield is 0.920. The reactants are BrCC1CC1(F)F.[F:8][C:9]([F:19])([F:18])[C:10]1[CH:17]=[CH:16][C:13]([CH2:14]Br)=[CH:12][CH:11]=1.[CH3:20][C:21]1[N:22]=[C:23]([N:31]2[CH2:35][CH2:34][NH:33][C:32]2=[O:36])[S:24][C:25]=1[C:26]([O:28][CH2:29][CH3:30])=[O:27]. The product is [CH3:20][C:21]1[N:22]=[C:23]([N:31]2[CH2:35][CH2:34][N:33]([CH2:14][C:13]3[CH:16]=[CH:17][C:10]([C:9]([F:19])([F:18])[F:8])=[CH:11][CH:12]=3)[C:32]2=[O:36])[S:24][C:25]=1[C:26]([O:28][CH2:29][CH3:30])=[O:27]. No catalyst specified. (9) The reactants are [S:1]1[C:5]2[CH:6]=[CH:7][CH:8]=[CH:9][C:4]=2[N:3]=[C:2]1[C:10]1[CH:19]=[C:18]([N+:20]([O-])=O)[CH:17]=[C:16]2[C:11]=1[CH2:12][CH2:13][N:14]([C:23](=[O:28])[C:24]([F:27])([F:26])[F:25])[CH2:15]2.[H][H]. The catalyst is C(O)C.[Pd]. The product is [NH2:20][C:18]1[CH:17]=[C:16]2[C:11]([CH2:12][CH2:13][N:14]([C:23](=[O:28])[C:24]([F:27])([F:25])[F:26])[CH2:15]2)=[C:10]([C:2]2[S:1][C:5]3[CH:6]=[CH:7][CH:8]=[CH:9][C:4]=3[N:3]=2)[CH:19]=1. The yield is 0.810. (10) The reactants are C([O:4][C:5]1[CH:10]=[CH:9][CH:8]=[CH:7][C:6]=1[CH2:11][N:12]1[C:34](=[O:35])[N:15]2[N:16]=[CH:17][C:18]([C:27]3[CH:32]=[CH:31][C:30]([Cl:33])=[CH:29][CH:28]=3)=[C:19]([C:20]3[CH:25]=[CH:24][C:23]([Cl:26])=[CH:22][CH:21]=3)[C:14]2=[N:13]1)(=O)C.O(C)[Na].C(O)(=O)C. The catalyst is CO. The product is [OH:4][C:5]1[CH:10]=[CH:9][CH:8]=[CH:7][C:6]=1[CH2:11][N:12]1[C:34](=[O:35])[N:15]2[N:16]=[CH:17][C:18]([C:27]3[CH:32]=[CH:31][C:30]([Cl:33])=[CH:29][CH:28]=3)=[C:19]([C:20]3[CH:21]=[CH:22][C:23]([Cl:26])=[CH:24][CH:25]=3)[C:14]2=[N:13]1. The yield is 0.790.